The task is: Predict which catalyst facilitates the given reaction.. This data is from Catalyst prediction with 721,799 reactions and 888 catalyst types from USPTO. (1) Reactant: C(=O)([O-])[O-].[K+].[K+].[CH3:7][C:8]([C:11]([CH2:13]Cl)=[O:12])([CH3:10])[CH3:9].[CH2:15]([C:17]([C:28]1[CH:33]=[CH:32][C:31]([O:34][S:35]([C:38]([F:41])([F:40])[F:39])(=[O:37])=[O:36])=[C:30]([CH3:42])[CH:29]=1)([C:20]1[CH:25]=[CH:24][C:23]([OH:26])=[C:22]([CH3:27])[CH:21]=1)[CH2:18][CH3:19])[CH3:16]. Product: [CH3:7][C:8]([CH3:10])([CH3:9])[C:11](=[O:12])[CH2:13][O:26][C:23]1[CH:24]=[CH:25][C:20]([C:17]([C:28]2[CH:33]=[CH:32][C:31]([O:34][S:35]([C:38]([F:41])([F:39])[F:40])(=[O:37])=[O:36])=[C:30]([CH3:42])[CH:29]=2)([CH2:18][CH3:19])[CH2:15][CH3:16])=[CH:21][C:22]=1[CH3:27]. The catalyst class is: 21. (2) The catalyst class is: 6. Reactant: [NH2:1][C:2]1[S:3][C:4]2[C:12]([N:13]=1)=[CH:11][CH:10]=[C:9]1[C:5]=2[C:6](=O)[CH2:7][CH2:8]1.Cl.[NH2:16][OH:17].C([O-])(=O)C.[Na+].CCO. Product: [NH2:1][C:2]1[S:3][C:4]2[C:12]([N:13]=1)=[CH:11][CH:10]=[C:9]1[C:5]=2[C:6](=[N:16][OH:17])[CH2:7][CH2:8]1. (3) Reactant: [CH2:1]([O:8][C:9]1[CH:16]=[CH:15][C:12]([CH:13]=O)=[CH:11][CH:10]=1)[C:2]1[CH:7]=[CH:6][CH:5]=[CH:4][CH:3]=1.[CH3:17][C:18]1[CH:23]=[CH:22][N:21]=[C:20]([NH2:24])[C:19]=1[N+:25]([O-])=O.[O-]S(S([O-])=O)=O.[Na+].[Na+].N. Product: [CH2:1]([O:8][C:9]1[CH:16]=[CH:15][C:12]([C:13]2[NH:24][C:20]3=[N:21][CH:22]=[CH:23][C:18]([CH3:17])=[C:19]3[N:25]=2)=[CH:11][CH:10]=1)[C:2]1[CH:7]=[CH:6][CH:5]=[CH:4][CH:3]=1. The catalyst class is: 14. (4) Reactant: C[O:2][C:3]1[C:8]2[C:9]([C:21]3[CH:26]=[CH:25][C:24]([S:27]([NH2:30])(=[O:29])=[O:28])=[CH:23][CH:22]=3)=[N:10][N:11]([CH2:12][C:13]3[CH:18]=[CH:17][C:16]([O:19][CH3:20])=[CH:15][CH:14]=3)[C:7]=2[CH:6]=[CH:5][N:4]=1.[I-].[Na+].Cl[Si](C)(C)C.C(=O)([O-])O.[Na+]. Product: [CH3:20][O:19][C:16]1[CH:15]=[CH:14][C:13]([CH2:12][N:11]2[C:7]3[CH:6]=[CH:5][NH:4][C:3](=[O:2])[C:8]=3[C:9]([C:21]3[CH:26]=[CH:25][C:24]([S:27]([NH2:30])(=[O:29])=[O:28])=[CH:23][CH:22]=3)=[N:10]2)=[CH:18][CH:17]=1. The catalyst class is: 10. (5) Reactant: [C:1]([O:5][C:6](=[O:14])[NH:7][CH:8]1[CH2:13][CH2:12][NH:11][CH2:10][CH2:9]1)([CH3:4])([CH3:3])[CH3:2].C(N(CC)CC)C.[F:22][C:23]1[CH:30]=[CH:29][C:26]([CH2:27]Br)=[CH:25][CH:24]=1. Product: [C:1]([O:5][C:6](=[O:14])[NH:7][CH:8]1[CH2:13][CH2:12][N:11]([CH2:27][C:26]2[CH:29]=[CH:30][C:23]([F:22])=[CH:24][CH:25]=2)[CH2:10][CH2:9]1)([CH3:4])([CH3:2])[CH3:3]. The catalyst class is: 1. (6) Reactant: [CH3:1][O:2][C:3]([C:5]1[CH:6]=[CH:7][C:8](C=O)=[C:9]2[C:13]=1[N:12]([CH3:14])[N:11]=[CH:10]2)=[O:4].Cl.[NH2:18][OH:19].[C:20]([O-])(=O)C.[Na+]. Product: [CH3:1][O:2][C:3]([C:5]1[CH:6]=[CH:7][C:8](=[N:18][OH:19])[C:9]2[C:13]=1[N:12]([CH3:14])[NH:11][C:10]=2[CH3:20])=[O:4]. The catalyst class is: 252. (7) Reactant: [Br:1][C:2]1[CH:7]=[N:6][C:5]([Cl:8])=[C:4]2[NH:9][CH:10]=[CH:11][C:3]=12.[CH2:12]=O.[CH3:14][NH:15][CH3:16]. Product: [Br:1][C:2]1[CH:7]=[N:6][C:5]([Cl:8])=[C:4]2[NH:9][CH:10]=[C:11]([CH2:14][N:15]([CH3:12])[CH3:16])[C:3]=12. The catalyst class is: 52. (8) Reactant: [Cl:1][C:2]1[CH:12]=[C:11]([O:13][CH2:14][CH:15]=[C:16]([Cl:18])[Cl:17])[CH:10]=[C:9]([Cl:19])[C:3]=1[CH2:4][O:5][CH2:6][CH2:7][OH:8].[F:20][C:21]([F:32])([F:31])[C:22]1[CH:30]=[CH:29][C:25]([C:26](O)=[O:27])=[CH:24][CH:23]=1.Cl.CN(C)CCCN=C=NCC. Product: [Cl:1][C:2]1[CH:12]=[C:11]([O:13][CH2:14][CH:15]=[C:16]([Cl:17])[Cl:18])[CH:10]=[C:9]([Cl:19])[C:3]=1[CH2:4][O:5][CH2:6][CH2:7][O:8][C:26](=[O:27])[C:25]1[CH:29]=[CH:30][C:22]([C:21]([F:20])([F:31])[F:32])=[CH:23][CH:24]=1. The catalyst class is: 119. (9) Reactant: [C:1]([C:3]1[CH:4]=[C:5]([C:24]2[CH:29]=[CH:28][C:27](C(O)=O)=[CH:26][C:25]=2[F:33])[CH:6]=[CH:7][C:8]=1[O:9][CH2:10][CH:11]1[CH2:16][CH2:15][N:14]([CH2:17][C:18]([CH2:22][CH3:23])([F:21])[CH2:19][CH3:20])[CH2:13][CH2:12]1)#[N:2].C(Cl)CCl.[CH:38]1[CH:39]=C[C:41]2[N:46](O)N=[N:44][C:42]=2[CH:43]=1.CCN(C(C)C)C(C)C.N1CCC[C@H]1[C:62](N)=[O:63].[OH2:65]. Product: [C:1]([C:3]1[CH:4]=[C:5]([C:24]2[C:25]([F:33])([C:62]([N:44]3[CH2:39][CH2:38][CH2:43][C@H:42]3[C:41]([NH2:46])=[O:65])=[O:63])[CH2:26][CH:27]=[CH:28][CH:29]=2)[CH:6]=[CH:7][C:8]=1[O:9][CH2:10][CH:11]1[CH2:16][CH2:15][N:14]([CH2:17][C:18]([CH2:19][CH3:20])([F:21])[CH2:22][CH3:23])[CH2:13][CH2:12]1)#[N:2]. The catalyst class is: 2.